This data is from Forward reaction prediction with 1.9M reactions from USPTO patents (1976-2016). The task is: Predict the product of the given reaction. (1) Given the reactants Br[C:2]1[CH:11]=[CH:10][C:9]2[C:4](=[CH:5][CH:6]=[CH:7][CH:8]=2)[C:3]=1[C:12]([OH:14])=[O:13].BrC1C=CC=CC=1C(O)=O.[SH:25][C:26]1[CH:34]=[CH:33][CH:32]=[CH:31][C:27]=1[C:28]([OH:30])=[O:29], predict the reaction product. The product is: [C:28]([C:27]1[CH:31]=[CH:32][CH:33]=[CH:34][C:26]=1[S:25][C:2]1[CH:11]=[CH:10][C:9]2[C:4](=[CH:5][CH:6]=[CH:7][CH:8]=2)[C:3]=1[C:12]([OH:14])=[O:13])([OH:30])=[O:29]. (2) Given the reactants [Cl:1][C:2]1[C:8]([Cl:9])=[CH:7][CH:6]=[CH:5][C:3]=1[NH2:4].[C:10](OC(=O)C)(=[O:12])[CH3:11], predict the reaction product. The product is: [Cl:1][C:2]1[C:8]([Cl:9])=[CH:7][CH:6]=[CH:5][C:3]=1[NH:4][C:10](=[O:12])[CH3:11]. (3) Given the reactants [Cl:1][C:2]1[CH:7]=[CH:6][C:5]([CH2:8]O)=[C:4]([O:10][C:11]2[CH:16]=[CH:15][C:14]([S:17]([CH3:20])(=[O:19])=[O:18])=[CH:13][C:12]=2[Cl:21])[CH:3]=1.P(Br)(Br)[Br:23], predict the reaction product. The product is: [Br:23][CH2:8][C:5]1[CH:6]=[CH:7][C:2]([Cl:1])=[CH:3][C:4]=1[O:10][C:11]1[CH:16]=[CH:15][C:14]([S:17]([CH3:20])(=[O:19])=[O:18])=[CH:13][C:12]=1[Cl:21]. (4) Given the reactants [CH3:1][S:2](Cl)(=[O:4])=[O:3].[OH:6][CH2:7][CH2:8][O:9][C:10]1[CH:17]=[CH:16][C:13]([CH:14]=[O:15])=[CH:12][CH:11]=1.C(N(CC)CC)C, predict the reaction product. The product is: [CH3:1][S:2]([O:6][CH2:7][CH2:8][O:9][C:10]1[CH:17]=[CH:16][C:13]([CH:14]=[O:15])=[CH:12][CH:11]=1)(=[O:4])=[O:3]. (5) Given the reactants [CH2:1]([O:8][NH:9][C@H:10]1[CH2:15][N:14](C(=O)C(F)(F)F)[C@H:13]([C:22]([O:24][CH3:25])=[O:23])[CH2:12][CH2:11]1)[C:2]1[CH:7]=[CH:6][CH:5]=[CH:4][CH:3]=1, predict the reaction product. The product is: [CH2:1]([O:8][NH:9][C@H:10]1[CH2:15][NH:14][C@H:13]([C:22]([O:24][CH3:25])=[O:23])[CH2:12][CH2:11]1)[C:2]1[CH:3]=[CH:4][CH:5]=[CH:6][CH:7]=1. (6) Given the reactants C1(C#CC2CC3(CCNCC3)ON=2)C=CC=CC=1.[OH:19][C:20]1[CH:21]=[C:22]([C:26]#[C:27][C:28]2[CH2:32][C:31]3([CH2:36][CH2:35][N:34](C(OC(C)(C)C)=O)[CH2:33]3)[O:30][N:29]=2)[CH:23]=[CH:24][CH:25]=1, predict the reaction product. The product is: [O:30]1[C:31]2([CH2:36][CH2:35][NH:34][CH2:33]2)[CH2:32][C:28]([C:27]#[C:26][C:22]2[CH:21]=[C:20]([OH:19])[CH:25]=[CH:24][CH:23]=2)=[N:29]1. (7) Given the reactants CN(C)C(N(C)C)=N.[CH3:9][O:10][C:11](=[O:41])[CH:12](P(OC)(OC)=O)[NH:13][C:14](=[O:34])[C:15]1[C:20]([CH3:21])=[CH:19][C:18]([C:22]([NH:24][CH2:25][C:26]2[CH:31]=[CH:30][CH:29]=[C:28]([OH:32])[CH:27]=2)=[O:23])=[CH:17][C:16]=1[Cl:33].[N:42]1[C:51]2[C:46](=[CH:47][CH:48]=[CH:49][CH:50]=2)[CH:45]=[C:44]([CH:52]=O)[CH:43]=1, predict the reaction product. The product is: [CH3:9][O:10][C:11](=[O:41])/[C:12](/[NH:13][C:14](=[O:34])[C:15]1[C:20]([CH3:21])=[CH:19][C:18]([C:22]([NH:24][CH2:25][C:26]2[CH:31]=[CH:30][CH:29]=[C:28]([OH:32])[CH:27]=2)=[O:23])=[CH:17][C:16]=1[Cl:33])=[CH:52]/[C:44]1[CH:43]=[N:42][C:51]2[C:46]([CH:45]=1)=[CH:47][CH:48]=[CH:49][CH:50]=2. (8) Given the reactants [F:1][C:2]1[CH:3]=[CH:4][C:5]([C@@H:8]([NH:10]C(=O)OC(C)(C)C)[CH3:9])=[N:6][CH:7]=1.[ClH:18].O1CCOCC1, predict the reaction product. The product is: [ClH:18].[F:1][C:2]1[CH:3]=[CH:4][C:5]([C@@H:8]([NH2:10])[CH3:9])=[N:6][CH:7]=1. (9) Given the reactants [O:1]1[CH:5]=[CH:4][CH:3]=[C:2]1B(O)O.C(=O)([O-])[O-].[Na+].[Na+].Br[C:16]1[CH:36]=[CH:35][C:19]([O:20][C@@H:21]([CH2:27][CH2:28][C:29]2[CH:34]=[CH:33][CH:32]=[CH:31][CH:30]=2)[C:22]([O:24][CH2:25][CH3:26])=[O:23])=[CH:18][CH:17]=1, predict the reaction product. The product is: [O:1]1[CH:5]=[CH:4][CH:3]=[C:2]1[C:16]1[CH:36]=[CH:35][C:19]([O:20][C@@H:21]([CH2:27][CH2:28][C:29]2[CH:34]=[CH:33][CH:32]=[CH:31][CH:30]=2)[C:22]([O:24][CH2:25][CH3:26])=[O:23])=[CH:18][CH:17]=1. (10) Given the reactants [CH2:1]([C:4]1([CH2:38][F:39])[S:9](=[O:11])(=[O:10])[CH2:8][C@:7]([C:13]2[CH:18]=[C:17]([N+:19]([O-:21])=[O:20])[CH:16]=[CH:15][C:14]=2[F:22])([CH3:12])[N:6]=[C:5]1[N:23]([C:31]([O:33][C:34]([CH3:37])([CH3:36])[CH3:35])=[O:32])[C:24](=[O:30])[O:25][C:26]([CH3:29])([CH3:28])[CH3:27])[CH:2]=C.C1(P(C2C=CC=CC=2)C2C=CC=CC=2)C=CC=CC=1.C[OH:60], predict the reaction product. The product is: [C:26]([O:25][C:24]([N:23]([C:5]1[C:4]([CH2:38][F:39])([CH2:1][CH:2]=[O:60])[S:9](=[O:10])(=[O:11])[CH2:8][C@:7]([C:13]2[CH:18]=[C:17]([N+:19]([O-:21])=[O:20])[CH:16]=[CH:15][C:14]=2[F:22])([CH3:12])[N:6]=1)[C:31](=[O:32])[O:33][C:34]([CH3:35])([CH3:36])[CH3:37])=[O:30])([CH3:28])([CH3:27])[CH3:29].